This data is from Catalyst prediction with 721,799 reactions and 888 catalyst types from USPTO. The task is: Predict which catalyst facilitates the given reaction. (1) Reactant: [Cl:1][C:2]1[CH:10]=[CH:9][C:8]([C:11]2[C:12]([C@@H:23]([NH:33]C(=O)OC(C)(C)C)[CH2:24][C:25]3[CH:30]=[C:29]([F:31])[CH:28]=[C:27]([F:32])[CH:26]=3)=[N:13][C:14]([C:17]#[C:18][C:19]([OH:22])([CH3:21])[CH3:20])=[CH:15][CH:16]=2)=[C:7]2[C:3]=1[C:4]([NH:42][S:43]([CH3:46])(=[O:45])=[O:44])=[N:5][N:6]2[CH3:41].[C:47]([OH:53])([C:49]([F:52])([F:51])[F:50])=[O:48].C([O-])(O)=O.[Na+]. Product: [OH:53][C:47]([C:49]([F:52])([F:51])[F:50])=[O:48].[NH2:33][C@H:23]([C:12]1[C:11]([C:8]2[CH:9]=[CH:10][C:2]([Cl:1])=[C:3]3[C:7]=2[N:6]([CH3:41])[N:5]=[C:4]3[NH:42][S:43]([CH3:46])(=[O:44])=[O:45])=[CH:16][CH:15]=[C:14]([C:17]#[C:18][C:19]([OH:22])([CH3:20])[CH3:21])[N:13]=1)[CH2:24][C:25]1[CH:30]=[C:29]([F:31])[CH:28]=[C:27]([F:32])[CH:26]=1. The catalyst class is: 4. (2) Reactant: ClC1C=C(C=CC=1)C(O)=[O:6].[F:11][C:12]1[C:17]([CH:18]([CH3:20])[CH3:19])=[CH:16][C:15]([C:21]2[CH:26]=[CH:25][C:24]([C:27]([F:30])([F:29])[F:28])=[CH:23][C:22]=2[CH2:31][N:32]2[C@@H:36]([CH3:37])[C@@H:35]([C:38]3[CH:43]=[CH:42][N:41]=[CH:40][CH:39]=3)[O:34][C:33]2=[O:44])=[C:14]([O:45][CH3:46])[CH:13]=1. Product: [F:11][C:12]1[C:17]([CH:18]([CH3:19])[CH3:20])=[CH:16][C:15]([C:21]2[CH:26]=[CH:25][C:24]([C:27]([F:30])([F:28])[F:29])=[CH:23][C:22]=2[CH2:31][N:32]2[C@@H:36]([CH3:37])[C@@H:35]([C:38]3[CH:43]=[CH:42][N+:41]([O-:6])=[CH:40][CH:39]=3)[O:34][C:33]2=[O:44])=[C:14]([O:45][CH3:46])[CH:13]=1. The catalyst class is: 2. (3) Reactant: Br[C:2]1[CH:3]=[CH:4][C:5]2[NH:11][C:10]3[N:12]=[C:13]([C:16]([F:19])([F:18])[F:17])[CH:14]=[CH:15][C:9]=3[CH2:8][N:7]([S:20]([C:23]3[CH:28]=[CH:27][C:26]([C:29]([CH3:32])([CH3:31])[CH3:30])=[CH:25][CH:24]=3)(=[O:22])=[O:21])[C:6]=2[CH:33]=1.[Li]C(C)(C)C.[F:39][C:40]([F:51])([F:50])[C:41](O[C:41](=[O:42])[C:40]([F:51])([F:50])[F:39])=[O:42]. Product: [C:29]([C:26]1[CH:25]=[CH:24][C:23]([S:20]([N:7]2[C:6]3[CH:33]=[C:2]([C:41](=[O:42])[C:40]([F:51])([F:50])[F:39])[CH:3]=[CH:4][C:5]=3[NH:11][C:10]3[N:12]=[C:13]([C:16]([F:17])([F:18])[F:19])[CH:14]=[CH:15][C:9]=3[CH2:8]2)(=[O:22])=[O:21])=[CH:28][CH:27]=1)([CH3:30])([CH3:32])[CH3:31]. The catalyst class is: 773. (4) Reactant: [H-].[Na+].[O:3]=[C:4]([CH2:11][CH2:12][CH3:13])[CH2:5][C:6]([O:8][CH2:9][CH3:10])=[O:7].Br[CH2:15][C:16]1[S:20][C:19]([C:21]2[CH:28]=[CH:27][CH:26]=[CH:25][C:22]=2[C:23]#[N:24])=[CH:18][CH:17]=1.Cl. Product: [C:23]([C:22]1[CH:25]=[CH:26][CH:27]=[CH:28][C:21]=1[C:19]1[S:20][C:16]([CH2:15][CH:5]([C:4](=[O:3])[CH2:11][CH2:12][CH3:13])[C:6]([O:8][CH2:9][CH3:10])=[O:7])=[CH:17][CH:18]=1)#[N:24]. The catalyst class is: 7. (5) Reactant: [O-]P([O-])([O-])=O.[K+].[K+].[K+].[CH2:9]([O:11][C:12]([C:14]1[NH:15][C:16]2[C:21]([CH:22]=1)=[CH:20][CH:19]=[C:18]([O:23][CH2:24][C:25]1[CH:30]=[CH:29][CH:28]=[CH:27][CH:26]=1)[CH:17]=2)=[O:13])[CH3:10].[CH:31]([O:34][C:35]1[CH:40]=[CH:39][C:38](Br)=[CH:37][CH:36]=1)([CH3:33])[CH3:32].CN(C)CCN. Product: [CH2:9]([O:11][C:12]([C:14]1[N:15]([C:38]2[CH:39]=[CH:40][C:35]([O:34][CH:31]([CH3:33])[CH3:32])=[CH:36][CH:37]=2)[C:16]2[C:21]([CH:22]=1)=[CH:20][CH:19]=[C:18]([O:23][CH2:24][C:25]1[CH:30]=[CH:29][CH:28]=[CH:27][CH:26]=1)[CH:17]=2)=[O:13])[CH3:10]. The catalyst class is: 432. (6) Reactant: [F:1][C:2]([F:10])([F:9])[C:3]([CH3:8])([CH3:7])[C:4](O)=[O:5].[NH:11]1[CH2:16][CH2:15][CH:14]([C:17]([O:19][CH2:20][CH3:21])=[O:18])[CH2:13][CH2:12]1.C(Cl)CCl.C1C=CC2N(O)N=NC=2C=1.CCN(C(C)C)C(C)C.[NH4+].[Cl-]. Product: [F:1][C:2]([F:10])([F:9])[C:3]([CH3:8])([CH3:7])[C:4]([N:11]1[CH2:16][CH2:15][CH:14]([C:17]([O:19][CH2:20][CH3:21])=[O:18])[CH2:13][CH2:12]1)=[O:5]. The catalyst class is: 3. (7) Product: [CH:5]12[O:8][CH:1]([CH:7]=[CH:6]1)[CH2:2][CH:3]([C:9]1[NH:37][C:38]3[C:39](=[O:52])[N:40]([CH2:49][CH2:50][CH3:51])[C:41](=[O:48])[N:42]([CH2:45][CH2:46][CH3:47])[C:43]=3[N:44]=1)[CH2:4]2. Reactant: [CH:1]12[O:8][CH:5]([CH:6]=[CH:7]1)[CH2:4][CH:3]([C:9](O)=O)[CH2:2]2.CN(C(ON1N=NC2C=CC=NC1=2)=[N+](C)C)C.F[P-](F)(F)(F)(F)F.Cl.[NH2:37][C:38]1[C:39](=[O:52])[N:40]([CH2:49][CH2:50][CH3:51])[C:41](=[O:48])[N:42]([CH2:45][CH2:46][CH3:47])[C:43]=1[NH2:44].CCN(C(C)C)C(C)C. The catalyst class is: 3.